Dataset: Catalyst prediction with 721,799 reactions and 888 catalyst types from USPTO. Task: Predict which catalyst facilitates the given reaction. (1) Reactant: C(OC(=O)[NH:7][CH2:8]/[CH:9]=[CH:10]\[C:11]1[CH:12]=[N:13][C:14]([C:17]2[CH:22]=[CH:21][CH:20]=[C:19]([CH2:23][N:24]3[C:29](=[O:30])[CH:28]=[CH:27][C:26]([C:31]4[CH:36]=[C:35]([F:37])[C:34]([F:38])=[C:33]([F:39])[CH:32]=4)=[N:25]3)[CH:18]=2)=[N:15][CH:16]=1)(C)(C)C.FC(F)(F)C(O)=O. Product: [NH2:7][CH2:8]/[CH:9]=[CH:10]/[C:11]1[CH:12]=[N:13][C:14]([C:17]2[CH:18]=[C:19]([CH:20]=[CH:21][CH:22]=2)[CH2:23][N:24]2[C:29](=[O:30])[CH:28]=[CH:27][C:26]([C:31]3[CH:36]=[C:35]([F:37])[C:34]([F:38])=[C:33]([F:39])[CH:32]=3)=[N:25]2)=[N:15][CH:16]=1. The catalyst class is: 4. (2) Product: [CH3:1][N:2]1[CH:6]=[C:5]([C:7]2[CH:8]=[CH:9][C:10]3[N:11]([C:13]([CH2:16][C:17]4[CH:18]=[CH:19][C:20]5[N:21]([C:23]([CH2:26][OH:27])=[CH:24][N:25]=5)[CH:22]=4)=[CH:14][N:15]=3)[N:12]=2)[CH:4]=[N:3]1. Reactant: [CH3:1][N:2]1[CH:6]=[C:5]([C:7]2[CH:8]=[CH:9][C:10]3[N:11]([C:13]([CH2:16][C:17]4[CH:18]=[CH:19][C:20]5[N:21]([C:23]([CH:26]=[O:27])=[CH:24][N:25]=5)[CH:22]=4)=[CH:14][N:15]=3)[N:12]=2)[CH:4]=[N:3]1.O.[BH4-].[Na+]. The catalyst class is: 5.